Dataset: Full USPTO retrosynthesis dataset with 1.9M reactions from patents (1976-2016). Task: Predict the reactants needed to synthesize the given product. (1) The reactants are: [CH3:1][O:2][C:3](=[O:9])[C:4]([CH3:8])([CH3:7])[CH2:5][OH:6].C([O-])([O-])=O.[K+].[K+].[C:16]1([CH3:26])[CH:21]=[CH:20][C:19]([S:22](Cl)(=[O:24])=[O:23])=[CH:18][CH:17]=1. Given the product [CH3:1][O:2][C:3](=[O:9])[C:4]([CH3:8])([CH3:7])[CH2:5][O:6][S:22]([C:19]1[CH:20]=[CH:21][C:16]([CH3:26])=[CH:17][CH:18]=1)(=[O:24])=[O:23], predict the reactants needed to synthesize it. (2) Given the product [Cl:14][C:8]1[CH:9]=[C:10]([O:13][CH2:32][CH2:31][CH2:30][O:29][C:28]2[CH:34]=[CH:35][C:25]([O:18][C:19]3[CH:24]=[CH:23][CH:22]=[CH:21][CH:20]=3)=[CH:26][CH:27]=2)[CH:11]=[CH:12][C:7]=1[CH2:6][CH:5]([O:15][CH3:16])[C:4]([OH:3])=[O:17], predict the reactants needed to synthesize it. The reactants are: C([O:3][C:4](=[O:17])[CH:5]([O:15][CH3:16])[CH2:6][C:7]1[CH:12]=[CH:11][C:10]([OH:13])=[CH:9][C:8]=1[Cl:14])C.[O:18]([C:25]1[CH:35]=[CH:34][C:28]([O:29][CH2:30][CH2:31][CH2:32]O)=[CH:27][CH:26]=1)[C:19]1[CH:24]=[CH:23][CH:22]=[CH:21][CH:20]=1.CC(OC(/N=N/C(OC(C)C)=O)=O)C.C1(C)C=CC=CC=1.[OH-].[Na+]. (3) Given the product [NH2:19][C:10]1[C:9]2[N:8]=[C:7]([CH3:20])[N:6]([CH2:5][CH2:4][CH2:3][CH2:2][NH:1][S:22]([CH3:21])(=[O:24])=[O:23])[C:18]=2[C:17]2[CH:16]=[CH:15][CH:14]=[CH:13][C:12]=2[N:11]=1, predict the reactants needed to synthesize it. The reactants are: [NH2:1][CH2:2][CH2:3][CH2:4][CH2:5][N:6]1[C:18]2[C:17]3[CH:16]=[CH:15][CH:14]=[CH:13][C:12]=3[N:11]=[C:10]([NH2:19])[C:9]=2[N:8]=[C:7]1[CH3:20].[CH3:21][S:22](Cl)(=[O:24])=[O:23]. (4) Given the product [F:13][S:12]([F:17])([F:16])([F:15])([F:14])[CH:6]([CH2:7][CH2:8][CH2:9][CH2:10][CH3:11])[CH:5]([O:20][CH3:19])[O:4][CH3:1], predict the reactants needed to synthesize it. The reactants are: [C:1]([O:4][CH:5](Br)[CH:6]([S:12]([F:17])([F:16])([F:15])([F:14])[F:13])[CH2:7][CH2:8][CH2:9][CH2:10][CH3:11])(=O)C.[CH3:19][OH:20]. (5) The reactants are: [Cl:1][C:2]1[CH:3]=[C:4]([CH:17]=[CH:18][C:19]=1[O:20][CH2:21][C:22]1[CH:26]=[C:25]([CH3:27])[O:24][N:23]=1)[NH:5][C:6]1[C:15]2[C:10](=[CH:11][CH:12]=[CH:13][C:14]=2F)[N:9]=[CH:8][N:7]=1.[CH3:28][N:29]([CH3:34])[CH2:30][CH:31]([OH:33])[CH3:32]. Given the product [Cl:1][C:2]1[CH:3]=[C:4]([CH:17]=[CH:18][C:19]=1[O:20][CH2:21][C:22]1[CH:26]=[C:25]([CH3:27])[O:24][N:23]=1)[NH:5][C:6]1[C:15]2[C:10](=[CH:11][CH:12]=[CH:13][C:14]=2[O:33][CH:31]([CH3:32])[CH2:30][N:29]([CH3:34])[CH3:28])[N:9]=[CH:8][N:7]=1, predict the reactants needed to synthesize it. (6) Given the product [CH3:38][O:37][C:34]1[CH:33]=[CH:32][C:31]([CH2:30][N:8]([CH2:7][C:6]2[CH:5]=[CH:4][C:3]([O:2][CH3:1])=[CH:40][CH:39]=2)[C:9]2[N:10]=[CH:11][C:12]([C:15]3[C:16]4[CH2:29][CH2:28][N:27]([C:42]5[C:43]([CH3:56])=[C:44]([C:48]([N:50]6[CH2:51][CH2:52][O:53][CH2:54][CH2:55]6)=[O:49])[CH:45]=[CH:46][CH:47]=5)[C:17]=4[N:18]=[C:19]([N:21]4[CH2:26][CH2:25][O:24][CH2:23][CH2:22]4)[N:20]=3)=[CH:13][N:14]=2)=[CH:36][CH:35]=1, predict the reactants needed to synthesize it. The reactants are: [CH3:1][O:2][C:3]1[CH:40]=[CH:39][C:6]([CH2:7][N:8]([CH2:30][C:31]2[CH:36]=[CH:35][C:34]([O:37][CH3:38])=[CH:33][CH:32]=2)[C:9]2[N:14]=[CH:13][C:12]([C:15]3[C:16]4[CH2:29][CH2:28][NH:27][C:17]=4[N:18]=[C:19]([N:21]4[CH2:26][CH2:25][O:24][CH2:23][CH2:22]4)[N:20]=3)=[CH:11][N:10]=2)=[CH:5][CH:4]=1.Br[C:42]1[C:43]([CH3:56])=[C:44]([C:48]([N:50]2[CH2:55][CH2:54][O:53][CH2:52][CH2:51]2)=[O:49])[CH:45]=[CH:46][CH:47]=1.